Predict the reaction yield, written as a fraction of the theoretical maximum amount of product (1.0 means a 100% yield; for example, 0.34 means a 34% yield). From a dataset of Reaction yield outcomes from USPTO patents with 853,638 reactions. (1) The reactants are [Cl:1][C:2]1[CH:7]=[C:6]([Cl:8])[C:5]([C:9]2[N:17]=[C:16]([Cl:18])[N:15]=[C:14]3[C:10]=2[N:11]=[CH:12][N:13]3[CH2:19][C:20]2[CH:25]=[CH:24][C:23]([O:26][CH3:27])=[CH:22][CH:21]=2)=[CH:4][C:3]=1[OH:28].C(=O)([O-])[O-].[Cs+].[Cs+].Cl[CH2:36][CH2:37][N:38]1[CH2:42][CH2:41][CH2:40][C:39]1=[O:43]. No catalyst specified. The product is [Cl:1][C:2]1[CH:7]=[C:6]([Cl:8])[C:5]([C:9]2[N:17]=[C:16]([Cl:18])[N:15]=[C:14]3[C:10]=2[N:11]=[CH:12][N:13]3[CH2:19][C:20]2[CH:21]=[CH:22][C:23]([O:26][CH3:27])=[CH:24][CH:25]=2)=[CH:4][C:3]=1[O:28][CH2:36][CH2:37][N:38]1[CH2:42][CH2:41][CH2:40][C:39]1=[O:43]. The yield is 0.970. (2) The yield is 0.970. The product is [C:11]1([CH2:10][CH2:9][CH2:8][C:7]([NH:6][CH2:5][C:4]([OH:18])=[O:3])=[O:17])[CH:12]=[CH:13][CH:14]=[CH:15][CH:16]=1. The reactants are C([O:3][C:4](=[O:18])[CH2:5][NH:6][C:7](=[O:17])[CH2:8][CH2:9][CH2:10][C:11]1[CH:16]=[CH:15][CH:14]=[CH:13][CH:12]=1)C.[OH-].[Na+]. The catalyst is CCO.O.